From a dataset of Full USPTO retrosynthesis dataset with 1.9M reactions from patents (1976-2016). Predict the reactants needed to synthesize the given product. Given the product [CH3:13][N:14]1[C:19](=[O:20])[C:18]([CH2:21][C:22]2[CH:23]=[CH:24][C:25]([C:28]3[CH:33]=[CH:32][CH:31]=[CH:30][C:29]=3[C:34]3[NH:3][C:4](=[O:7])[O:5][N:35]=3)=[CH:26][CH:27]=2)=[C:17]([CH2:36][CH2:37][CH3:38])[N:16]2[N:39]=[CH:40][N:41]=[C:15]12, predict the reactants needed to synthesize it. The reactants are: [Cl-].O[NH3+:3].[C:4](=[O:7])([O-])[OH:5].[Na+].CS(C)=O.[CH3:13][N:14]1[C:19](=[O:20])[C:18]([CH2:21][C:22]2[CH:27]=[CH:26][C:25]([C:28]3[C:29]([C:34]#[N:35])=[CH:30][CH:31]=[CH:32][CH:33]=3)=[CH:24][CH:23]=2)=[C:17]([CH2:36][CH2:37][CH3:38])[N:16]2[N:39]=[CH:40][N:41]=[C:15]12.